The task is: Predict the product of the given reaction.. This data is from Forward reaction prediction with 1.9M reactions from USPTO patents (1976-2016). Given the reactants [C:1]([CH:5]1[N:14]2[C:9](=[CH:10][C:11](=[O:20])[C:12]([C:15]([O:17][CH2:18][CH3:19])=[O:16])=[CH:13]2)[C:8]2[CH:21]=[C:22]([O:26][CH3:27])[C:23]([OH:25])=[CH:24][C:7]=2[CH2:6]1)([CH3:4])([CH3:3])[CH3:2].Cl[CH2:29][C:30]#[C:31][CH2:32][OH:33].C([O-])([O-])=O.[K+].[K+], predict the reaction product. The product is: [C:1]([CH:5]1[N:14]2[C:9](=[CH:10][C:11](=[O:20])[C:12]([C:15]([O:17][CH2:18][CH3:19])=[O:16])=[CH:13]2)[C:8]2[CH:21]=[C:22]([O:26][CH3:27])[C:23]([O:25][CH2:29][C:30]#[C:31][CH2:32][OH:33])=[CH:24][C:7]=2[CH2:6]1)([CH3:2])([CH3:3])[CH3:4].